From a dataset of Full USPTO retrosynthesis dataset with 1.9M reactions from patents (1976-2016). Predict the reactants needed to synthesize the given product. (1) Given the product [CH:26]1([C:29]2[NH:33][N:32]=[C:31]([NH:34][C:2]3[C:11]4=[N:12][NH:13][CH:14]=[C:10]4[C:9]4[CH:8]=[CH:7][C:6]([O:24][CH3:25])=[CH:5][C:4]=4[N:3]=3)[CH:30]=2)[CH2:28][CH2:27]1, predict the reactants needed to synthesize it. The reactants are: Cl[C:2]1[C:11]2=[N:12][N:13](CC3C=CC(OC)=CC=3)[CH:14]=[C:10]2[C:9]2[CH:8]=[CH:7][C:6]([O:24][CH3:25])=[CH:5][C:4]=2[N:3]=1.[CH:26]1([C:29]2[NH:33][N:32]=[C:31]([NH2:34])[CH:30]=2)[CH2:28][CH2:27]1.Cl. (2) Given the product [Cl:10][C:5]1[C:6]([NH:8][CH3:9])=[N:7][C:2]([NH:11][C:12]2[C:13]([O:26][CH3:27])=[CH:14][C:15]3[N:20]([CH3:21])[C:19](=[O:22])[C:18]([CH3:24])([CH3:23])[O:17][C:16]=3[CH:25]=2)=[N:3][CH:4]=1, predict the reactants needed to synthesize it. The reactants are: Cl[C:2]1[N:7]=[C:6]([NH:8][CH3:9])[C:5]([Cl:10])=[CH:4][N:3]=1.[NH2:11][C:12]1[C:13]([O:26][CH3:27])=[CH:14][C:15]2[N:20]([CH3:21])[C:19](=[O:22])[C:18]([CH3:24])([CH3:23])[O:17][C:16]=2[CH:25]=1.C(=O)([O-])[O-].[Cs+].[Cs+].CC1(C)C2C(=C(P(C3C=CC=CC=3)C3C=CC=CC=3)C=CC=2)OC2C(P(C3C=CC=CC=3)C3C=CC=CC=3)=CC=CC1=2.